The task is: Predict the product of the given reaction.. This data is from Forward reaction prediction with 1.9M reactions from USPTO patents (1976-2016). (1) Given the reactants CO[C:3](=[O:23])[C:4]([C:13](=[O:22])[C:14]1[CH:19]=[CH:18][C:17]([CH3:20])=[C:16]([CH3:21])[CH:15]=1)=[CH:5][NH:6][C:7]1[CH:12]=[CH:11][CH:10]=[CH:9][CH:8]=1.CCCCCC, predict the reaction product. The product is: [CH3:21][C:16]1[CH:15]=[C:14]([CH:19]=[CH:18][C:17]=1[CH3:20])[C:13]([C:4]1[C:3](=[O:23])[C:8]2[C:7](=[CH:12][CH:11]=[CH:10][CH:9]=2)[NH:6][CH:5]=1)=[O:22]. (2) Given the reactants [N:1]1([CH2:6][CH2:7][CH2:8][CH2:9][NH2:10])[CH2:5][CH2:4][CH2:3][CH2:2]1.Cl[C:12]1[CH:17]=[C:16]([C:18]2[CH:23]=[CH:22][CH:21]=[C:20]([CH3:24])[C:19]=2[CH3:25])[N:15]=[C:14]([NH2:26])[N:13]=1, predict the reaction product. The product is: [CH3:25][C:19]1[C:20]([CH3:24])=[CH:21][CH:22]=[CH:23][C:18]=1[C:16]1[N:15]=[C:14]([NH2:26])[N:13]=[C:12]([NH:10][CH2:9][CH2:8][CH2:7][CH2:6][N:1]2[CH2:5][CH2:4][CH2:3][CH2:2]2)[CH:17]=1. (3) Given the reactants [Cl:1][CH:2](Cl)[CH3:3].[C:5]1([CH3:25])[CH:10]=[C:9]([CH3:11])[CH:8]=[C:7]([CH3:12])[C:6]=1[NH:13][CH:14]=[N:15][C:16]1[C:21]([CH3:22])=[CH:20][C:19]([CH3:23])=[CH:18][C:17]=1[CH3:24], predict the reaction product. The product is: [Cl-:1].[C:21]1([CH3:22])[CH:20]=[C:19]([CH3:23])[CH:18]=[C:17]([CH3:24])[C:16]=1[NH+:15]1[CH2:3][CH2:2][N:13]([C:6]2[C:7]([CH3:12])=[CH:8][C:9]([CH3:11])=[CH:10][C:5]=2[CH3:25])[CH2:14]1. (4) Given the reactants Br[C:2]1[CH:7]=[CH:6][C:5]([C:8]2[O:9][C:10]([CH3:13])=[N:11][N:12]=2)=[CH:4][C:3]=1[CH3:14].CC1(C)C(C)(C)OB(C2C=CC=CC=2C(NC2SC=CN=2)=O)O1.[CH3:38][C:39]1[CH:52]=[CH:51][C:42]([C:43]([NH:45][C:46]2[S:47][CH:48]=[CH:49][N:50]=2)=[O:44])=[CH:41][C:40]=1B1OC(C)(C)C(C)(C)O1, predict the reaction product. The product is: [S:47]1[CH:48]=[CH:49][N:50]=[C:46]1[NH:45][C:43]([C:42]1[CH:41]=[C:40]([C:2]2[CH:7]=[CH:6][C:5]([C:8]3[O:9][C:10]([CH3:13])=[N:11][N:12]=3)=[CH:4][C:3]=2[CH3:14])[C:39]([CH3:38])=[CH:52][CH:51]=1)=[O:44].